From a dataset of Catalyst prediction with 721,799 reactions and 888 catalyst types from USPTO. Predict which catalyst facilitates the given reaction. (1) Reactant: [N+:1]([C:4]1[CH:5]=[N:6][CH:7]=[CH:8][C:9]=1[O:10][C@H:11]1[CH2:16][CH2:15][CH2:14][N:13]([C:17]([O:19][C:20]([CH3:23])([CH3:22])[CH3:21])=[O:18])[CH2:12]1)([O-])=O.CCO. Product: [NH2:1][C:4]1[CH:5]=[N:6][CH:7]=[CH:8][C:9]=1[O:10][C@H:11]1[CH2:16][CH2:15][CH2:14][N:13]([C:17]([O:19][C:20]([CH3:23])([CH3:22])[CH3:21])=[O:18])[CH2:12]1. The catalyst class is: 99. (2) Reactant: Cl[C:2]1[CH:3]=[C:4]([N:13]([CH2:20][C:21]2[CH:26]=[CH:25][C:24]([O:27][CH3:28])=[CH:23][CH:22]=2)[C:14]2[CH:19]=[CH:18][CH:17]=[CH:16][CH:15]=2)[C:5]2[N:6]([C:8]([C:11]#[N:12])=[CH:9][N:10]=2)[N:7]=1.[NH2:29][C@H:30]1[CH2:35][CH2:34][CH2:33][N:32]([CH2:36][C:37]2[CH:42]=[CH:41][CH:40]=[CH:39][CH:38]=2)[CH2:31]1. Product: [CH2:36]([N:32]1[CH2:33][CH2:34][CH2:35][C@H:30]([NH:29][C:2]2[CH:3]=[C:4]([N:13]([CH2:20][C:21]3[CH:26]=[CH:25][C:24]([O:27][CH3:28])=[CH:23][CH:22]=3)[C:14]3[CH:19]=[CH:18][CH:17]=[CH:16][CH:15]=3)[C:5]3[N:6]([C:8]([C:11]#[N:12])=[CH:9][N:10]=3)[N:7]=2)[CH2:31]1)[C:37]1[CH:38]=[CH:39][CH:40]=[CH:41][CH:42]=1. The catalyst class is: 2. (3) Reactant: [F:1][C:2]1[CH:7]=[C:6]([N+:8]([O-])=O)[CH:5]=[C:4]([F:11])[C:3]=1[N:12]1[CH2:17][CH:16]=[C:15]([C:18]2[CH:23]=[CH:22][C:21]([F:24])=[C:20]([F:25])[CH:19]=2)[CH2:14][CH2:13]1. Product: [F:25][C:20]1[CH:19]=[C:18]([CH:15]2[CH2:14][CH2:13][N:12]([C:3]3[C:4]([F:11])=[CH:5][C:6]([NH2:8])=[CH:7][C:2]=3[F:1])[CH2:17][CH2:16]2)[CH:23]=[CH:22][C:21]=1[F:24]. The catalyst class is: 123. (4) Reactant: [S:1]1[CH:5]=[CH:4][CH:3]=[C:2]1[Mg]Br.[C:8]([O:14][CH3:15])(=[O:13])[C:9](OC)=[O:10].S([O-])([O-])(=O)=O.[NH4+].[NH4+]. Product: [OH:10][C:9]([C:2]1[S:1][CH:5]=[CH:4][CH:3]=1)([C:2]1[S:1][CH:5]=[CH:4][CH:3]=1)[C:8]([O:14][CH3:15])=[O:13]. The catalyst class is: 1. (5) Reactant: [CH3:1][S:2][CH2:3][S:4]([C:7]1[CH:12]=[CH:11][CH:10]=[CH:9][CH:8]=1)(=[O:6])=[O:5].[H-].[Na+].Br[CH2:16][C@:17]1([C:22]2[C:31]3[C:26](=[CH:27][CH:28]=[CH:29][CH:30]=3)[CH:25]=[CH:24][CH:23]=2)[CH2:19][CH:18]1[CH2:20]Br.C(OCC)(=O)C.CCCCCC. Product: [C:7]1([S:4]([C:3]2([S:2][CH3:1])[CH2:20][C@@H:18]3[C@@:17]([C:22]4[C:31]5[C:26](=[CH:27][CH:28]=[CH:29][CH:30]=5)[CH:25]=[CH:24][CH:23]=4)([CH2:19]3)[CH2:16]2)(=[O:5])=[O:6])[CH:12]=[CH:11][CH:10]=[CH:9][CH:8]=1. The catalyst class is: 9. (6) Reactant: [N+:1]([C:4]1[CH:11]=[CH:10][CH:9]=[C:8]([N+:12]([O-])=O)[C:5]=1[C:6]#[N:7])([O-])=O.S(=O)(=O)(O)[OH:16].[OH-].[Na+]. Product: [NH2:1][C:4]1[CH:11]=[CH:10][CH:9]=[C:8]([NH2:12])[C:5]=1[C:6]([NH2:7])=[O:16]. The catalyst class is: 7. (7) Reactant: [OH:1][C@@H:2]1[CH2:7][CH2:6][CH2:5][CH2:4][C@H:3]1[N:8]1[C:32](=[O:33])[C:11]2=[CH:12][N:13]([CH2:20][C:21]3[CH:26]=[CH:25][C:24]([N:27]4[CH:31]=[CH:30][CH:29]=[N:28]4)=[CH:23][CH:22]=3)[C:14]3[CH:15]=[CH:16][CH:17]=[CH:18][C:19]=3[C:10]2=[N:9]1.[H-].[Na+].CI.[C:38](=O)(O)[O-].[Na+]. Product: [CH3:38][O:1][C@@H:2]1[CH2:7][CH2:6][CH2:5][CH2:4][C@H:3]1[N:8]1[C:32](=[O:33])[C:11]2=[CH:12][N:13]([CH2:20][C:21]3[CH:26]=[CH:25][C:24]([N:27]4[CH:31]=[CH:30][CH:29]=[N:28]4)=[CH:23][CH:22]=3)[C:14]3[CH:15]=[CH:16][CH:17]=[CH:18][C:19]=3[C:10]2=[N:9]1. The catalyst class is: 9. (8) Reactant: [Br:1][C:2]1[CH:3]=[C:4]([NH2:8])[CH:5]=[N:6][CH:7]=1.C(N([CH2:14][CH3:15])CC)C.[F:16][C:17]1[CH:22]=[C:21]([F:23])[CH:20]=[CH:19][C:18]=1[S:24](Cl)(=[O:26])=[O:25]. Product: [Br:1][C:2]1[CH:3]=[C:4]([N:8]([S:24]([C:15]2[CH:14]=[CH:18][C:17]([F:16])=[CH:22][C:21]=2[F:23])(=[O:26])=[O:25])[S:24]([C:18]2[CH:19]=[CH:20][C:21]([F:23])=[CH:22][C:17]=2[F:16])(=[O:26])=[O:25])[CH:5]=[N:6][CH:7]=1. The catalyst class is: 4. (9) Reactant: [OH:1][C:2]1[CH:7]=[CH:6][C:5]([C:8](=[C:22]2[CH2:27][C:26]([CH3:29])([CH3:28])[CH2:25][C:24]([CH3:31])([CH3:30])[CH2:23]2)[C:9]2[CH:14]=[CH:13][C:12]([O:15][CH2:16][C:17]([O:19]CC)=[O:18])=[CH:11][CH:10]=2)=[CH:4][CH:3]=1.[OH-].[Na+]. Product: [OH:1][C:2]1[CH:7]=[CH:6][C:5]([C:8](=[C:22]2[CH2:23][C:24]([CH3:31])([CH3:30])[CH2:25][C:26]([CH3:29])([CH3:28])[CH2:27]2)[C:9]2[CH:14]=[CH:13][C:12]([O:15][CH2:16][C:17]([OH:19])=[O:18])=[CH:11][CH:10]=2)=[CH:4][CH:3]=1. The catalyst class is: 242.